From a dataset of Full USPTO retrosynthesis dataset with 1.9M reactions from patents (1976-2016). Predict the reactants needed to synthesize the given product. (1) Given the product [CH2:3]([O:10][C:11]1[C:12]([C:18]([OH:20])=[O:19])=[N:13][CH:14]=[N:15][C:16]=1[OH:17])[C:4]1[CH:5]=[CH:6][CH:7]=[CH:8][CH:9]=1, predict the reactants needed to synthesize it. The reactants are: [OH-].[Na+].[CH2:3]([O:10][C:11]1[C:12]([C:18]([O:20]C)=[O:19])=[N:13][CH:14]=[N:15][C:16]=1[OH:17])[C:4]1[CH:9]=[CH:8][CH:7]=[CH:6][CH:5]=1.Cl. (2) Given the product [OH:48][CH:44]1[CH2:43][CH2:42][CH2:47][CH:46]([O:1][C:2]2[CH:3]=[CH:4][C:5]([N:8]3[C:13](=[O:14])[C:12]([CH2:15][C:16]4[CH:21]=[CH:20][C:19]([C:22]5[CH:27]=[CH:26][CH:25]=[CH:24][C:23]=5[C:28]5[NH:69][C:70](=[O:71])[O:72][N:29]=5)=[CH:18][CH:17]=4)=[C:11]([CH2:30][CH2:31][CH3:32])[N:10]=[C:9]3[CH3:33])=[CH:6][CH:7]=2)[CH2:45]1, predict the reactants needed to synthesize it. The reactants are: [OH:1][C:2]1[CH:7]=[CH:6][C:5]([N:8]2[C:13](=[O:14])[C:12]([CH2:15][C:16]3[CH:21]=[CH:20][C:19]([C:22]4[C:23]([C:28]#[N:29])=[CH:24][CH:25]=[CH:26][CH:27]=4)=[CH:18][CH:17]=3)=[C:11]([CH2:30][CH2:31][CH3:32])[N:10]=[C:9]2[CH3:33])=[CH:4][CH:3]=1.[Si](O[CH:42]1[CH2:47][CH2:46][CH2:45][CH:44]([OH:48])[CH2:43]1)(C(C)(C)C)(C)C.C1(P(C2C=CC=CC=2)C2C=CC=CC=2)C=CC=CC=1.[N:69]([C:70]([O:72]C(C)C)=[O:71])=[N:69][C:70]([O:72]C(C)C)=[O:71]. (3) Given the product [NH2:23][C:24]1[N:25]=[C:26]([Cl:45])[C:27]2=[C:28]([N:30]([CH2:34][C:35]3[C:40]([CH3:41])=[C:39]([O:42][CH3:43])[C:38]([CH3:44])=[CH:37][N:36]=3)[C:31](=[O:33])/[C:32]/2=[CH:18]\[C:12]2[NH:11][C:10]([CH3:20])=[C:9]([C:7]([NH:6][CH2:5][CH2:4][N:3]3[CH2:21][CH2:22][CH2:2][CH2:1]3)=[O:8])[C:13]=2[C:14]([F:17])([F:16])[F:15])[N:29]=1, predict the reactants needed to synthesize it. The reactants are: [CH2:1]([N:3]([CH2:21][CH3:22])[CH2:4][CH2:5][NH:6][C:7]([C:9]1[C:13]([C:14]([F:17])([F:16])[F:15])=[C:12]([CH:18]=O)[NH:11][C:10]=1[CH3:20])=[O:8])[CH3:2].[NH2:23][C:24]1[N:25]=[C:26]([Cl:45])[C:27]2[CH2:32][C:31](=[O:33])[N:30]([CH2:34][C:35]3[C:40]([CH3:41])=[C:39]([O:42][CH3:43])[C:38]([CH3:44])=[CH:37][N:36]=3)[C:28]=2[N:29]=1. (4) Given the product [CH3:28][N:26]([CH3:27])[C:17]1([C:20]2[CH:21]=[CH:22][CH:23]=[CH:24][CH:25]=2)[CH2:18][CH2:19][CH:14]([CH2:13][NH:12][C:11]([N:42]2[CH2:43][CH2:44][CH2:45][CH:40]([C:34]3[C:33]4[C:37](=[CH:38][CH:39]=[C:31]([F:30])[CH:32]=4)[NH:36][CH:35]=3)[CH2:41]2)=[O:29])[CH2:15][CH2:16]1, predict the reactants needed to synthesize it. The reactants are: [N+](C1C=CC(O[C:11](=[O:29])[NH:12][CH2:13][CH:14]2[CH2:19][CH2:18][C:17]([N:26]([CH3:28])[CH3:27])([C:20]3[CH:25]=[CH:24][CH:23]=[CH:22][CH:21]=3)[CH2:16][CH2:15]2)=CC=1)([O-])=O.[F:30][C:31]1[CH:32]=[C:33]2[C:37](=[CH:38][CH:39]=1)[NH:36][CH:35]=[C:34]2[CH:40]1[CH2:45][CH2:44][CH2:43][NH:42][CH2:41]1. (5) The reactants are: [C:1]([C:9]1[C:10]([O:19][CH:20]([CH3:28])[CH2:21][CH2:22]OS(C)(=O)=O)=[CH:11][C:12]2[C:17]([CH:18]=1)=[CH:16][CH:15]=[CH:14][CH:13]=2)(=[O:8])[C:2]1[CH:7]=[CH:6][CH:5]=[CH:4][CH:3]=1.C([O:31][C:32](=[O:43])[CH2:33][O:34][C:35]1[CH:40]=[CH:39][C:38]([SH:41])=[CH:37][C:36]=1[CH3:42])C. Given the product [C:1]([C:9]1[C:10]([O:19][CH:20]([CH3:28])[CH2:21][CH2:22][S:41][C:38]2[CH:39]=[CH:40][C:35]([O:34][CH2:33][C:32]([OH:31])=[O:43])=[C:36]([CH3:42])[CH:37]=2)=[CH:11][C:12]2[C:17]([CH:18]=1)=[CH:16][CH:15]=[CH:14][CH:13]=2)(=[O:8])[C:2]1[CH:7]=[CH:6][CH:5]=[CH:4][CH:3]=1, predict the reactants needed to synthesize it.